Dataset: Catalyst prediction with 721,799 reactions and 888 catalyst types from USPTO. Task: Predict which catalyst facilitates the given reaction. (1) Reactant: [C:1]([CH2:4][CH2:5][C:6]1[C:7]([CH3:13])=[C:8]([CH:11]=O)[NH:9][CH:10]=1)([OH:3])=[O:2].[NH2:14][S:15]([C:18]1[CH:19]=[C:20]2[C:24](=[CH:25][CH:26]=1)[NH:23][C:22](=[O:27])[CH2:21]2)(=[O:17])=[O:16].N1CCCCC1. Product: [CH3:13][C:7]1[C:6]([CH2:5][CH2:4][C:1]([OH:3])=[O:2])=[CH:10][NH:9][C:8]=1[CH:11]=[C:21]1[C:20]2[C:24](=[CH:25][CH:26]=[C:18]([S:15](=[O:17])(=[O:16])[NH2:14])[CH:19]=2)[NH:23][C:22]1=[O:27]. The catalyst class is: 8. (2) Reactant: [CH2:1]([C:3]1[CH:4]=[C:5]([C:9]#[C:10][Si](C)(C)C)[CH:6]=[CH:7][CH:8]=1)[CH3:2].C(=O)([O-])[O-].[K+].[K+]. Product: [CH2:9]([C:5]1[CH:6]=[CH:7][CH:8]=[C:3]([C:1]#[CH:2])[CH:4]=1)[CH3:10]. The catalyst class is: 5.